Dataset: Forward reaction prediction with 1.9M reactions from USPTO patents (1976-2016). Task: Predict the product of the given reaction. (1) Given the reactants [C:1]([C:3]1[CH:8]=[CH:7][C:6]([F:9])=[C:5]([CH3:10])[CH:4]=1)#[CH:2].C(N(CC)CC)C.[Cl:18][C:19]1[CH:20]=[C:21](OS(C(F)(F)F)(=O)=O)[CH:22]=[N:23][CH:24]=1, predict the reaction product. The product is: [Cl:18][C:19]1[CH:24]=[N:23][CH:22]=[C:21]([C:2]#[C:1][C:3]2[CH:8]=[CH:7][C:6]([F:9])=[C:5]([CH3:10])[CH:4]=2)[CH:20]=1. (2) Given the reactants Br[C:2]1[CH:7]=[CH:6][C:5](C2C=CC=C3C=2C=CC=[C:13]3[CH2:18][OH:19])=[CH:4][CH:3]=1.[CH:20]1(B(O)O)[CH2:22]C1.C1(C)C=CC=CC=1.[OH2:33], predict the reaction product. The product is: [CH3:20][CH2:22][O:33][C:18]([CH3:13])=[O:19].[CH3:6][CH2:7][CH2:2][CH2:3][CH2:4][CH3:5]. (3) The product is: [N:19]1[CH:20]=[CH:21][CH:22]=[C:17]([C:14]2[CH:15]=[CH:16][C:11]([C:10]3[O:9][C:8]([C:23]4[CH:28]=[CH:27][C:26]([C:29]([F:31])([F:30])[F:32])=[CH:25][CH:24]=4)=[N:7][C:6]=3[C:4]([OH:5])=[O:3])=[CH:12][CH:13]=2)[CH:18]=1. Given the reactants C([O:3][C:4]([C:6]1[N:7]=[C:8]([C:23]2[CH:28]=[CH:27][C:26]([C:29]([F:32])([F:31])[F:30])=[CH:25][CH:24]=2)[O:9][C:10]=1[C:11]1[CH:16]=[CH:15][C:14]([C:17]2[CH:18]=[N:19][CH:20]=[CH:21][CH:22]=2)=[CH:13][CH:12]=1)=[O:5])C.[OH-].[Na+], predict the reaction product. (4) Given the reactants Cl[C:2]1[N:7]=[C:6]2[N:8]([CH2:11][C:12]3[CH:13]=[C:14]4[C:19](=[CH:20][CH:21]=3)[N:18]=[CH:17][CH:16]=[CH:15]4)[N:9]=[N:10][C:5]2=[CH:4][CH:3]=1.[F:22][C:23]1[CH:24]=[C:25](B(O)O)[CH:26]=[C:27]([F:33])[C:28]=1[C:29]([O:31][CH3:32])=[O:30].C([O-])(=O)C.[K+], predict the reaction product. The product is: [F:22][C:23]1[CH:24]=[C:25]([C:2]2[N:7]=[C:6]3[N:8]([CH2:11][C:12]4[CH:13]=[C:14]5[C:19](=[CH:20][CH:21]=4)[N:18]=[CH:17][CH:16]=[CH:15]5)[N:9]=[N:10][C:5]3=[CH:4][CH:3]=2)[CH:26]=[C:27]([F:33])[C:28]=1[C:29]([O:31][CH3:32])=[O:30]. (5) Given the reactants [C:1]([CH:3]=[CH:4][C:5]1[C:6]([O:15][CH3:16])=[N:7][CH:8]=[C:9]([CH:14]=1)[C:10]([O:12][CH3:13])=[O:11])#[N:2].C(O)(=O)C, predict the reaction product. The product is: [C:1]([CH2:3][CH2:4][C:5]1[C:6]([O:15][CH3:16])=[N:7][CH:8]=[C:9]([CH:14]=1)[C:10]([O:12][CH3:13])=[O:11])#[N:2].